From a dataset of Reaction yield outcomes from USPTO patents with 853,638 reactions. Predict the reaction yield, written as a fraction of the theoretical maximum amount of product (1.0 means a 100% yield; for example, 0.34 means a 34% yield). The reactants are ClC(OC(Cl)C)=O.C([N:15]1[CH2:19][C@@H:18]([C:20]2[CH:25]=[CH:24][C:23]([Cl:26])=[C:22]([Cl:27])[CH:21]=2)[C@H:17]([C:28]([O:30][CH3:31])=[O:29])[CH2:16]1)C1C=CC=CC=1. The catalyst is ClCCCl. The product is [Cl:27][C:22]1[CH:21]=[C:20]([C@@H:18]2[CH2:19][NH:15][CH2:16][C@H:17]2[C:28]([O:30][CH3:31])=[O:29])[CH:25]=[CH:24][C:23]=1[Cl:26]. The yield is 0.980.